This data is from Reaction yield outcomes from USPTO patents with 853,638 reactions. The task is: Predict the reaction yield, written as a fraction of the theoretical maximum amount of product (1.0 means a 100% yield; for example, 0.34 means a 34% yield). (1) The reactants are ClC1N=[C:4]([NH:18][C:19]2[C:24]([C:25]#[C:26][Si:27]([CH3:30])([CH3:29])[CH3:28])=[CH:23][C:22]([Cl:31])=[CH:21][N:20]=2)[C:5](=[O:17])[N:6]([CH2:8][C:9]2[CH:14]=[CH:13][C:12]([O:15][CH3:16])=[CH:11][CH:10]=2)[CH:7]=1.CCN(C(C)C)C(C)C. The catalyst is C1(C)C=CC=CC=1. The product is [Cl:31][C:22]1[CH:21]=[N:20][C:19]2[NH:18][C:4]3[C:5](=[O:17])[N:6]([CH2:8][C:9]4[CH:14]=[CH:13][C:12]([O:15][CH3:16])=[CH:11][CH:10]=4)[CH:7]=[C:26]([Si:27]([CH3:30])([CH3:29])[CH3:28])[C:25]=3[C:24]=2[CH:23]=1. The yield is 0.870. (2) The yield is 0.780. The product is [N:4]1([S:9]([C:12]2[CH:13]=[C:14]3[C:18](=[CH:19][CH:20]=2)[NH:17][N:16]=[C:15]3[NH:21][C:22]2[S:23][CH:1]=[CH:2][N:24]=2)(=[O:10])=[O:11])[CH2:5][CH2:6][CH2:7][CH2:8]1. The catalyst is C(OCC)(=O)C.O1CCCC1. The reactants are [CH2:1](O)[CH3:2].[N:4]1([S:9]([C:12]2[CH:13]=[C:14]3[C:18](=[CH:19][CH:20]=2)[NH:17][N:16]=[C:15]3[NH:21][C:22]([NH2:24])=[S:23])(=[O:11])=[O:10])[CH2:8][CH2:7][CH2:6][CH2:5]1.BrCC(OCC)OCC.C(=O)([O-])O.[Na+]. (3) The reactants are [Cl:1][C:2]1[CH:3]=[C:4]2[C:9](=[CH:10][C:11]=1[OH:12])[O:8][CH2:7][CH2:6]C2(O[Si](C)(C)C)C#N.[C:20]([OH:23])(=[O:22])[CH3:21]. The catalyst is Cl.C(OCC)(=O)C. The product is [Cl:1][C:2]1[CH:3]=[C:4]2[C:9](=[CH:10][C:11]=1[OH:12])[O:8][CH2:7][CH2:6][CH:21]2[C:20]([OH:23])=[O:22]. The yield is 1.00. (4) The reactants are Cl[CH:2]([CH:12]1[CH2:17][CH2:16][CH2:15][CH2:14][CH2:13]1)[C:3]1[C:7]2[CH:8]=[CH:9][CH:10]=[CH:11][C:6]=2[S:5][CH:4]=1.[NH2:18][C:19]1[CH:28]=[CH:27][C:22]([C:23]([O:25]C)=[O:24])=[CH:21][CH:20]=1.[I-].[Na+].C(=O)([O-])[O-].[Na+].[Na+].Cl.[OH-].[Na+]. The catalyst is C(O)C.O1CCCC1.CN(C)C(=O)C. The product is [S:5]1[C:6]2[CH:11]=[CH:10][CH:9]=[CH:8][C:7]=2[C:3]([CH:2]([NH:18][C:19]2[CH:28]=[CH:27][C:22]([C:23]([OH:25])=[O:24])=[CH:21][CH:20]=2)[CH:12]2[CH2:17][CH2:16][CH2:15][CH2:14][CH2:13]2)=[CH:4]1. The yield is 0.540. (5) The reactants are Br[C:2]1[CH:3]=[N:4][N:5]([CH3:17])[C:6]=1[C:7]1[CH:8]=[C:9]([C:13]([O:15][CH3:16])=[O:14])[S:10][C:11]=1[CH3:12].[C:18](=O)([O-])[O-].[K+].[K+].CB1OB(C)OB(C)O1. The catalyst is CN(C)C=O.C1C=CC(P(C2C=CC=CC=2)[C-]2C=CC=C2)=CC=1.C1C=CC(P(C2C=CC=CC=2)[C-]2C=CC=C2)=CC=1.Cl[Pd]Cl.[Fe+2]. The product is [CH3:17][N:5]1[C:6]([C:7]2[CH:8]=[C:9]([C:13]([O:15][CH3:16])=[O:14])[S:10][C:11]=2[CH3:12])=[C:2]([CH3:18])[CH:3]=[N:4]1. The yield is 0.580. (6) The reactants are [CH3:1][O:2][CH2:3][O:4][C:5]1[CH:12]=[CH:11][C:8]([CH:9]=O)=[CH:7][CH:6]=1.[CH2:13]([N-:22][CH2:23][CH2:24][C:25](=[O:27])[CH3:26])[CH2:14][CH2:15][CH2:16][CH2:17][CH2:18][CH2:19][CH2:20][CH3:21].N1CCCCC1.C(O)(=[O:36])C. The catalyst is C1(C)C=CC=CC=1.O. The product is [C:25](/[C:24](=[CH:9]/[C:8]1[CH:11]=[CH:12][C:5]([O:4][CH2:3][O:2][CH3:1])=[CH:6][CH:7]=1)/[C:23]([NH:22][CH2:13][CH2:14][CH2:15][CH2:16][CH2:17][CH2:18][CH2:19][CH2:20][CH3:21])=[O:36])(=[O:27])[CH3:26]. The yield is 0.640. (7) The reactants are [CH:1]([C:3]1[CH:8]=[CH:7][CH:6]=[CH:5][C:4]=1B(O)O)=[O:2].Br[C:13]1[CH:17]=[CH:16][O:15][CH:14]=1.C(=O)([O-])[O-].[Na+].[Na+]. The catalyst is Cl[Pd](Cl)([P](C1C=CC=CC=1)(C1C=CC=CC=1)C1C=CC=CC=1)[P](C1C=CC=CC=1)(C1C=CC=CC=1)C1C=CC=CC=1.C(#N)C. The product is [O:15]1[CH:16]=[CH:17][C:13]([C:4]2[CH:5]=[CH:6][CH:7]=[CH:8][C:3]=2[CH:1]=[O:2])=[CH:14]1. The yield is 0.300.